This data is from Catalyst prediction with 721,799 reactions and 888 catalyst types from USPTO. The task is: Predict which catalyst facilitates the given reaction. (1) Product: [O:27]=[C:26]1[CH2:25][CH2:24][C:29](=[O:30])[N:28]1[O:31][C:32]([NH:1][C@@H:2]([C:13]1[NH:14][CH:15]=[C:16]([C:18]2[CH:23]=[CH:22][CH:21]=[CH:20][CH:19]=2)[N:17]=1)[CH2:3][C:4]1[C:12]2[C:7](=[CH:8][CH:9]=[CH:10][CH:11]=2)[NH:6][CH:5]=1)=[O:33]. Reactant: [NH2:1][C@@H:2]([C:13]1[NH:14][CH:15]=[C:16]([C:18]2[CH:23]=[CH:22][CH:21]=[CH:20][CH:19]=2)[N:17]=1)[CH2:3][C:4]1[C:12]2[C:7](=[CH:8][CH:9]=[CH:10][CH:11]=2)[NH:6][CH:5]=1.[CH2:24]1[C:29](=[O:30])[N:28]([O:31][C:32](ON2C(=O)CCC2=O)=[O:33])[C:26](=[O:27])[CH2:25]1. The catalyst class is: 10. (2) Reactant: C([N:8]1[CH2:13][CH2:12][O:11][CH:10]([C:14]([C:24]2[CH:29]=[CH:28][CH:27]=[C:26]([F:30])[CH:25]=2)([OH:23])[CH2:15][C:16]2[CH:21]=[CH:20][CH:19]=[CH:18][C:17]=2[Cl:22])[CH2:9]1)C1C=CC=CC=1.CC(Cl)OC(Cl)=O. Product: [ClH:22].[Cl:22][C:17]1[CH:18]=[CH:19][CH:20]=[CH:21][C:16]=1[CH2:15][C@:14]([C:24]1[CH:29]=[CH:28][CH:27]=[C:26]([F:30])[CH:25]=1)([C@@H:10]1[O:11][CH2:12][CH2:13][NH:8][CH2:9]1)[OH:23]. The catalyst class is: 26. (3) Reactant: [C:1]([O:6][CH3:7])(=[O:5])[C:2]([CH3:4])=[CH2:3].[C:8]([O:12][CH2:13][CH2:14][CH2:15][CH3:16])(=[O:11])[CH:9]=[CH2:10].C1(C)C=CC=CC=1.C(N)CCC.CC1(C)CC(OC(=O)CCCCCCCCC(OC2CC(C)(C)NC(C)(C)C2)=O)CC(C)(C)N1. Product: [C:1]([O:6][CH3:7])(=[O:5])[C:2]([CH3:4])=[CH2:3].[C:8]([O:12][CH2:13][CH2:14][CH2:15][CH3:16])(=[O:11])[CH:9]=[CH2:10].[C:1]([O:6][CH3:7])(=[O:5])[C:2]([CH3:4])=[CH2:3]. The catalyst class is: 5. (4) Reactant: [Cl:1][C:2]1[CH:3]=[C:4]([C@H:9]([CH2:21][CH:22]=O)[CH2:10][N:11]([CH3:20])[C:12](=[O:19])[C:13]2[CH:18]=[CH:17][CH:16]=[CH:15][CH:14]=2)[CH:5]=[CH:6][C:7]=1[Cl:8].[N:24]1([C:29]2([C:35]([N:37]3[CH2:41][CH2:40][CH2:39][CH2:38]3)=[O:36])[CH2:34][CH2:33][NH:32][CH2:31][CH2:30]2)[CH2:28][CH2:27][CH2:26][CH2:25]1.C([O-])(=O)C.[Na+].C(O[BH-](OC(=O)C)OC(=O)C)(=O)C.[Na+]. Product: [Cl:1][C:2]1[CH:3]=[C:4]([C@H:9]([CH2:21][CH2:22][N:32]2[CH2:33][CH2:34][C:29]([N:24]3[CH2:28][CH2:27][CH2:26][CH2:25]3)([C:35]([N:37]3[CH2:38][CH2:39][CH2:40][CH2:41]3)=[O:36])[CH2:30][CH2:31]2)[CH2:10][N:11]([CH3:20])[C:12](=[O:19])[C:13]2[CH:14]=[CH:15][CH:16]=[CH:17][CH:18]=2)[CH:5]=[CH:6][C:7]=1[Cl:8]. The catalyst class is: 559.